Dataset: Reaction yield outcomes from USPTO patents with 853,638 reactions. Task: Predict the reaction yield, written as a fraction of the theoretical maximum amount of product (1.0 means a 100% yield; for example, 0.34 means a 34% yield). (1) The reactants are [CH2:1]([C:4]1[CH:13]=[CH:12][C:7]([C:8]([O:10][CH3:11])=[O:9])=[CH:6][C:5]=1[S:14]([N:17]1[CH2:23][CH2:22][CH2:21][CH:20]([O:24][CH2:25][C:26]2[CH:31]=[CH:30][CH:29]=[CH:28][CH:27]=2)[CH2:19][CH2:18]1)(=[O:16])=[O:15])[CH:2]=C.[O-:32]S([O-])(=S)=O.[Na+].[Na+].[BH3-]C#N.[Na+]. The catalyst is C1COCC1.O.O=[Os](=O)(=O)=O. The product is [CH2:25]([O:24][CH:20]1[CH2:21][CH2:22][CH2:23][N:17]([S:14]([C:5]2[CH:6]=[C:7]([CH:12]=[CH:13][C:4]=2[CH2:1][CH2:2][OH:32])[C:8]([O:10][CH3:11])=[O:9])(=[O:15])=[O:16])[CH2:18][CH2:19]1)[C:26]1[CH:31]=[CH:30][CH:29]=[CH:28][CH:27]=1. The yield is 0.539. (2) The reactants are [CH3:1][CH2:2][CH2:3][CH2:4][CH2:5][CH2:6][CH2:7][CH2:8][CH2:9][CH2:10][CH2:11][CH2:12][O:13][C:14]([CH:16]([N:18]([CH3:20])[CH3:19])[CH3:17])=[O:15].[CH2:21]([S:23]([OH:26])(=[O:25])=[O:24])[CH3:22]. The catalyst is C(OCC)(=O)C. The product is [CH2:21]([S:23]([OH:26])(=[O:25])=[O:24])[CH3:22].[CH3:19][N:18]([CH3:20])[CH:16]([CH3:17])[C:14]([O:13][CH2:12][CH2:11][CH2:10][CH2:9][CH2:8][CH2:7][CH2:6][CH2:5][CH2:4][CH2:3][CH2:2][CH3:1])=[O:15]. The yield is 0.984. (3) The reactants are CB1N2CCC[C@@H]2C(C2C=CC=CC=2)(C2C=CC=CC=2)O1.C(N(CC)C1C=CC=CC=1)C.B.[Cl:34][C:35]1[CH:36]=[C:37]([C:42](=[O:45])[CH2:43][CH3:44])[CH:38]=[CH:39][C:40]=1[Cl:41].Cl. The catalyst is CO.CC(OC)(C)C. The product is [Cl:34][C:35]1[CH:36]=[C:37]([C@@H:42]([OH:45])[CH2:43][CH3:44])[CH:38]=[CH:39][C:40]=1[Cl:41]. The yield is 0.660.